From a dataset of Forward reaction prediction with 1.9M reactions from USPTO patents (1976-2016). Predict the product of the given reaction. Given the reactants C(P(C(C)(C)C)C1N(C2C=CC=CC=2)C2C(C=1)=CC=CC=2)(C)(C)C.[NH2:25][C:26]1[C:31]([CH2:32][C:33]2[CH:38]=[CH:37][CH:36]=[CH:35][CH:34]=2)=[N:30][C:29](Br)=[C:28]([Cl:40])[N:27]=1.[CH:41]([C:43]1[CH:48]=[C:47]([O:49][CH3:50])[CH:46]=[CH:45][C:44]=1B(O)O)=[O:42].[F-].[K+], predict the reaction product. The product is: [NH2:25][C:26]1[N:27]=[C:28]([Cl:40])[C:29]([C:44]2[CH:45]=[CH:46][C:47]([O:49][CH3:50])=[CH:48][C:43]=2[CH:41]=[O:42])=[N:30][C:31]=1[CH2:32][C:33]1[CH:38]=[CH:37][CH:36]=[CH:35][CH:34]=1.